Predict which catalyst facilitates the given reaction. From a dataset of Catalyst prediction with 721,799 reactions and 888 catalyst types from USPTO. (1) Reactant: [Cl:1][C:2]1[C:9]([CH3:10])=[C:8]([NH:11][C@@H:12]([C:16]2[O:17][C:18]([C:21]3[CH:26]=[CH:25][C:24]([C:27]#[N:28])=[CH:23][CH:22]=3)=[N:19][N:20]=2)[C@@H:13]([OH:15])[CH3:14])[CH:7]=[CH:6][C:3]=1[C:4]#[N:5].N1C=CC=CC=1.[C:35](Cl)(=[O:37])[CH3:36]. Product: [C:35]([O:15][C@@H:13]([CH3:14])[C@@H:12]([NH:11][C:8]1[CH:7]=[CH:6][C:3]([C:4]#[N:5])=[C:2]([Cl:1])[C:9]=1[CH3:10])[C:16]1[O:17][C:18]([C:21]2[CH:22]=[CH:23][C:24]([C:27]#[N:28])=[CH:25][CH:26]=2)=[N:19][N:20]=1)(=[O:37])[CH3:36]. The catalyst class is: 2. (2) Product: [ClH:4].[CH3:5][S:6][C:7]1[CH:8]=[CH:9][C:10]([CH2:11][C:12]2[N:16]=[C:15]([CH:17]3[CH2:22][CH2:21][NH:20][CH2:19][CH2:18]3)[O:14][N:13]=2)=[CH:30][CH:31]=1. The catalyst class is: 5. Reactant: C([Cl:4])(=O)C.[CH3:5][S:6][C:7]1[CH:31]=[CH:30][C:10]([CH2:11][C:12]2[N:16]=[C:15]([CH:17]3[CH2:22][CH2:21][N:20](C(OC(C)(C)C)=O)[CH2:19][CH2:18]3)[O:14][N:13]=2)=[CH:9][CH:8]=1.